Task: Predict the reaction yield, written as a fraction of the theoretical maximum amount of product (1.0 means a 100% yield; for example, 0.34 means a 34% yield).. Dataset: Reaction yield outcomes from USPTO patents with 853,638 reactions (1) The reactants are Cl[CH2:2][C:3]([NH:5][C:6]1[CH:19]=[CH:18][C:17]2[C:16](=[O:20])[C:15]3[C:10](=[CH:11][C:12]([NH:21][C:22](=[O:25])[CH2:23]Cl)=[CH:13][CH:14]=3)[C:9](=[O:26])[C:8]=2[CH:7]=1)=[O:4].[CH2:27]([NH2:31])[CH2:28][CH2:29][CH3:30].[N:32]1C=[CH:36][CH:35]=[CH:34][CH:33]=1. The catalyst is CN(C)C=O. The product is [CH2:27]([NH:31][CH2:2][C:3]([NH:5][C:6]1[CH:19]=[CH:18][C:17]2[C:16](=[O:20])[C:15]3[C:10](=[CH:11][C:12]([NH:21][C:22](=[O:25])[CH2:23][NH:32][CH2:33][CH2:34][CH2:35][CH3:36])=[CH:13][CH:14]=3)[C:9](=[O:26])[C:8]=2[CH:7]=1)=[O:4])[CH2:28][CH2:29][CH3:30]. The yield is 0.400. (2) The reactants are Cl[C:2]1[CH:3]=[C:4]([NH:10][C:11]2[CH:16]=[CH:15][C:14]([C:17]([N:19]3[CH2:24][CH2:23][O:22][CH2:21][C@H:20]3[CH3:25])=[O:18])=[CH:13][N:12]=2)[C:5](=[O:9])[N:6]([CH3:8])[N:7]=1.[C:26]([O:29][CH2:30][C:31]1[C:32]([N:46]2[CH2:57][CH2:56][N:55]3[C:48](=[CH:49][C:50]4[CH2:51][C:52]([CH3:59])([CH3:58])[CH2:53][C:54]=43)[C:47]2=[O:60])=[N:33][CH:34]=[CH:35][C:36]=1B1OC(C)(C)C(C)(C)O1)(=[O:28])[CH3:27].[O-]P([O-])([O-])=O.[K+].[K+].[K+].C([O-])(=O)C.[Na+]. The catalyst is C1C=CC(P(C2C=CC=CC=2)[C-]2C=CC=C2)=CC=1.C1C=CC(P(C2C=CC=CC=2)[C-]2C=CC=C2)=CC=1.Cl[Pd]Cl.[Fe+2].O.C(#N)C. The product is [C:26]([O:29][CH2:30][C:31]1[C:32]([N:46]2[CH2:57][CH2:56][N:55]3[C:48](=[CH:49][C:50]4[CH2:51][C:52]([CH3:59])([CH3:58])[CH2:53][C:54]=43)[C:47]2=[O:60])=[N:33][CH:34]=[CH:35][C:36]=1[C:2]1[CH:3]=[C:4]([NH:10][C:11]2[CH:16]=[CH:15][C:14]([C:17]([N:19]3[CH2:24][CH2:23][O:22][CH2:21][C@H:20]3[CH3:25])=[O:18])=[CH:13][N:12]=2)[C:5](=[O:9])[N:6]([CH3:8])[N:7]=1)(=[O:28])[CH3:27]. The yield is 0.370. (3) The reactants are C(O)(C(F)(F)F)=O.C(OC([N:15]1[CH2:19][CH2:18][CH2:17][C@H:16]1[C:20]1[N:21](COCC[Si](C)(C)C)[C:22]([C:25]2[CH:26]=[N:27][C:28]([C:31]3[CH:36]=[CH:35][C:34]([C:37]4[NH:38][C:39]([C@@H:42]5[CH2:46][CH2:45][CH2:44][N:43]5C(OC(C)(C)C)=O)=[N:40][CH:41]=4)=[CH:33][CH:32]=3)=[N:29][CH:30]=2)=[CH:23][N:24]=1)=O)(C)(C)C. The catalyst is C(Cl)Cl. The product is [NH:15]1[CH2:19][CH2:18][CH2:17][C@H:16]1[C:20]1[NH:21][C:22]([C:25]2[CH:26]=[N:27][C:28]([C:31]3[CH:36]=[CH:35][C:34]([C:37]4[NH:38][C:39]([C@@H:42]5[CH2:46][CH2:45][CH2:44][NH:43]5)=[N:40][CH:41]=4)=[CH:33][CH:32]=3)=[N:29][CH:30]=2)=[CH:23][N:24]=1. The yield is 0.360. (4) The reactants are [O:1]=[C:2]1[NH:7][C:6]2[CH:8]=[C:9]([C:12]([C:14]3[CH:22]=[CH:21][CH:20]=[CH:19][C:15]=3[C:16]([OH:18])=O)=[O:13])[CH:10]=[CH:11][C:5]=2[O:4][CH2:3]1.CN1CCOCC1.C1C=NC2N(O)N=NC=2C=1.CN(C(ON1N=NC2C=CC=NC1=2)=[N+](C)C)C.F[P-](F)(F)(F)(F)F.[CH2:64]([NH2:71])[C:65]1[CH:70]=[CH:69][CH:68]=[CH:67][CH:66]=1. The catalyst is CN(C)C=O. The product is [O:1]=[C:2]1[NH:7][C:6]2[CH:8]=[C:9]([C:12]([C:14]3[CH:22]=[CH:21][CH:20]=[CH:19][C:15]=3[C:16]([NH:71][CH2:64][C:65]3[CH:70]=[CH:69][CH:68]=[CH:67][CH:66]=3)=[O:18])=[O:13])[CH:10]=[CH:11][C:5]=2[O:4][CH2:3]1. The yield is 0.800. (5) The reactants are Br[C:2]1[CH:7]=[CH:6][C:5]([O:8][CH2:9][O:10][CH3:11])=[CH:4][C:3]=1[O:12][CH2:13][O:14][CH3:15].CN(C)CCN(C)C.C([Li])CCC.[CH2:29]1[O:39][C:32]2([CH2:37][CH2:36][C:35](=[O:38])[CH2:34][CH2:33]2)[O:31][CH2:30]1.Cl. The catalyst is C1COCC1.C(OCC)(=O)C. The product is [CH3:15][O:14][CH2:13][O:12][C:3]1[CH:4]=[C:5]([O:8][CH2:9][O:10][CH3:11])[CH:6]=[CH:7][C:2]=1[C:35]1([OH:38])[CH2:36][CH2:37][C:32]2([O:39][CH2:29][CH2:30][O:31]2)[CH2:33][CH2:34]1. The yield is 0.560.